This data is from Forward reaction prediction with 1.9M reactions from USPTO patents (1976-2016). The task is: Predict the product of the given reaction. (1) Given the reactants [OH:1][C@@:2]([CH3:31])([CH2:15][O:16][C:17]1[CH:22]=[CH:21][CH:20]=[C:19]([C:23]2[C:27]3[S:28][CH:29]=[CH:30][C:26]=3[O:25][N:24]=2)[CH:18]=1)[CH2:3]OS(C1C=CC(C)=CC=1)(=O)=O.[CH2:32]([NH2:39])[C:33]1[CH:38]=[CH:37][CH:36]=[CH:35][CH:34]=1, predict the reaction product. The product is: [CH2:32]([NH:39][CH2:3][C@@:2]([CH3:31])([OH:1])[CH2:15][O:16][C:17]1[CH:22]=[CH:21][CH:20]=[C:19]([C:23]2[C:27]3[S:28][CH:29]=[CH:30][C:26]=3[O:25][N:24]=2)[CH:18]=1)[C:33]1[CH:38]=[CH:37][CH:36]=[CH:35][CH:34]=1. (2) The product is: [Cl:27][C:16]1[C:15]([CH2:14][OH:13])=[CH:20][CH:19]=[C:18]([C:21]2[CH:22]=[CH:23][CH:24]=[CH:25][CH:26]=2)[N:17]=1. Given the reactants [H-].[Al+3].[Li+].[H-].[H-].[H-].O1CCCC1.C[O:13][C:14](=O)[C:15]1[CH:20]=[CH:19][C:18]([C:21]2[CH:26]=[CH:25][CH:24]=[CH:23][CH:22]=2)=[N:17][C:16]=1[Cl:27], predict the reaction product. (3) Given the reactants [Cl:1][C:2]1[CH:7]=[CH:6][C:5]([C:8]2[C:14]3[C:15]([CH3:19])=[C:16]([CH3:18])[S:17][C:13]=3[N:12]3[C:20]([CH3:23])=[N:21][N:22]=[C:11]3[C:10]3([CH2:25][CH:24]3[CH3:26])[N:9]=2)=[CH:4][CH:3]=1.C(O)[C@H](O)C, predict the reaction product. The product is: [Cl:1][C:2]1[CH:3]=[CH:4][C:5]([C:8]2[C:14]3[C:15]([CH3:19])=[C:16]([CH3:18])[S:17][C:13]=3[N:12]3[C:20]([CH3:23])=[N:21][N:22]=[C:11]3[C@@:10]3([CH2:25][C@H:24]3[CH3:26])[N:9]=2)=[CH:6][CH:7]=1. (4) Given the reactants [NH2:1][CH:2]([CH2:5]O)[CH2:3]O.O=S(Cl)[Cl:9].[CH3:11][C:12]1[CH:17]=[C:16]([N+:18]([O-:20])=[O:19])[CH:15]=[CH:14][C:13]=1[N:21]=[C:22]=[S:23], predict the reaction product. The product is: [CH3:11][C:12]1[CH:17]=[C:16]([N+:18]([O-:20])=[O:19])[CH:15]=[CH:14][C:13]=1[N:21]=[C:22]1[NH:1][CH:2]([CH2:5][Cl:9])[CH2:3][S:23]1. (5) The product is: [CH3:17][O:16][C:13]1[CH:14]=[CH:15][C:10]([CH2:9][NH:8][C:5]2[CH:4]=[C:3]([C:18]([F:21])([F:20])[F:19])[C:2]([C:25]3[CH:26]=[N:27][CH:28]=[CH:29][CH:30]=3)=[N:7][CH:6]=2)=[CH:11][CH:12]=1. Given the reactants Cl[C:2]1[N:7]=[CH:6][C:5]([NH:8][CH2:9][C:10]2[CH:15]=[CH:14][C:13]([O:16][CH3:17])=[CH:12][CH:11]=2)=[CH:4][C:3]=1[C:18]([F:21])([F:20])[F:19].C(B(CC)[C:25]1[CH:26]=[N:27][CH:28]=[CH:29][CH:30]=1)C.[O-]P([O-])([O-])=O.[K+].[K+].[K+], predict the reaction product. (6) The product is: [CH3:1][O:2][C:3](=[O:25])[CH2:4][CH2:5][C:6]1[CH:11]=[CH:10][CH:9]=[CH:8][C:7]=1[CH:12]1[CH2:17][CH2:16][N:15]([C:18]([O:20][C:21]([CH3:23])([CH3:22])[CH3:24])=[O:19])[CH2:14][CH2:13]1. Given the reactants [CH3:1][O:2][C:3](=[O:25])[CH2:4][CH2:5][C:6]1[CH:11]=[CH:10][CH:9]=[CH:8][C:7]=1[C:12]1[CH2:17][CH2:16][N:15]([C:18]([O:20][C:21]([CH3:24])([CH3:23])[CH3:22])=[O:19])[CH2:14][CH:13]=1, predict the reaction product. (7) Given the reactants [CH3:1][C:2]1[NH:3][C:4]2[C:9]([CH:10]=1)=[CH:8][C:7]([NH2:11])=[CH:6][CH:5]=2.[N:12]1[CH:17]=[CH:16][CH:15]=[C:14]([CH2:18][CH2:19][NH:20][C:21]([C:23]2[S:31][C:30]3[C:25](=[N:26][CH:27]=[CH:28][C:29]=3Cl)[CH:24]=2)=[O:22])[CH:13]=1, predict the reaction product. The product is: [N:12]1[CH:17]=[CH:16][CH:15]=[C:14]([CH2:18][CH2:19][NH:20][C:21]([C:23]2[S:31][C:30]3[C:25](=[N:26][CH:27]=[CH:28][C:29]=3[NH:11][C:7]3[CH:8]=[C:9]4[C:4](=[CH:5][CH:6]=3)[NH:3][C:2]([CH3:1])=[CH:10]4)[CH:24]=2)=[O:22])[CH:13]=1. (8) Given the reactants [C:1]([C@@:3]1([OH:19])[C@H:7]([OH:8])[C@@H:6]([CH2:9][OH:10])[O:5][C@H:4]1[N:11]1[CH:16]=[CH:15][C:14](=[O:17])[NH:13][C:12]1=[O:18])#[CH:2].CN([C:30]1[C:29]2[C:29](N(C)C)=[CH:30][CH:31]=[CH:32][C:27]=2[CH:27]=[CH:32][CH:31]=1)C.[P:36](Cl)(Cl)(=[O:44])[O:37][C:38]1[CH:43]=[CH:42][CH:41]=[CH:40][CH:39]=1.[NH2:47][C@@H:48]([CH2:55]C1C=CC=CC=1)[C:49]([O:51]C(C)C)=[O:50].C(N(CC)CC)C, predict the reaction product. The product is: [O:18]=[C:12]1[NH:13][C:14](=[O:17])[CH:15]=[CH:16][N:11]1[C@@H:4]1[O:5][C@H:6]([CH2:9][O:10][P:36]([NH:47][C@@H:48]([CH3:55])[C:49]([O:51][CH:29]2[CH2:30][CH2:31][CH2:32][CH2:27]2)=[O:50])([O:37][C:38]2[CH:43]=[CH:42][CH:41]=[CH:40][CH:39]=2)=[O:44])[C@@H:7]([OH:8])[C@@:3]1([C:1]#[CH:2])[OH:19]. (9) Given the reactants [CH3:1][O:2][C:3]1[CH:8]=[C:7]([N+:9]([O-])=O)[CH:6]=[CH:5][C:4]=1[C:12]1[CH2:13][CH2:14][N:15]([CH:18]2[CH2:21][O:20][CH2:19]2)[CH2:16][CH:17]=1, predict the reaction product. The product is: [CH3:1][O:2][C:3]1[CH:8]=[C:7]([CH:6]=[CH:5][C:4]=1[CH:12]1[CH2:13][CH2:14][N:15]([CH:18]2[CH2:19][O:20][CH2:21]2)[CH2:16][CH2:17]1)[NH2:9]. (10) Given the reactants [C:1]([O:5][C:6]([N:8]1[CH2:13][CH2:12][CH:11]([NH2:14])[CH2:10][CH2:9]1)=[O:7])([CH3:4])([CH3:3])[CH3:2].[F:15][C:16]1[CH:23]=[CH:22][C:21]([N+:24]([O-:26])=[O:25])=[CH:20][C:17]=1[CH:18]=O.[BH4-].[Na+].C(O)(=O)C, predict the reaction product. The product is: [C:1]([O:5][C:6]([N:8]1[CH2:13][CH2:12][CH:11]([NH:14][CH2:18][C:17]2[CH:20]=[C:21]([N+:24]([O-:26])=[O:25])[CH:22]=[CH:23][C:16]=2[F:15])[CH2:10][CH2:9]1)=[O:7])([CH3:4])([CH3:2])[CH3:3].